From a dataset of In vitro SARS-CoV-2 activity screen of 1,480 approved drugs from Prestwick library. Binary Classification. Given a drug SMILES string, predict its activity (active/inactive) in a high-throughput screening assay against a specified biological target. (1) The drug is CCc1c2c(nc3ccc(OC(=O)N4CCC(N5CCCCC5)CC4)cc13)-c1cc3c(c(=O)n1C2)COC(=O)[C@]3(O)CC.Cl.O.O.O. The result is 0 (inactive). (2) The molecule is C[C@H](CCC(=O)O)[C@H]1CC[C@H]2[C@@H]3CC[C@@H]4C[C@H](O)CC[C@]4(C)[C@H]3CC[C@@]21C. The result is 0 (inactive). (3) The molecule is COC(=O)Nc1nc2ccc(Sc3ccccc3)cc2[nH]1. The result is 0 (inactive). (4) The compound is O=C(O)CNC(=O)c1ccccc1. The result is 0 (inactive). (5) The molecule is COc1ccc(CCN(C)CCCC(C#N)(c2ccc(OC)c(OC)c2)C(C)C)cc1OC.Cl. The result is 0 (inactive). (6) The compound is CCn1cc(C(=O)O)c(=O)c2cnc(N3CCNCC3)nc21. The result is 0 (inactive). (7) The result is 0 (inactive). The drug is C#CCN(C)CCCOc1ccc(Cl)cc1Cl.Cl. (8) The drug is CN(C)CCc1c[nH]c2ccc(C[C@H]3COC(=O)N3)cc12. The result is 0 (inactive). (9) The drug is Cc1c(OCC(F)(F)F)ccnc1CS(=O)c1nc2ccccc2[nH]1. The result is 0 (inactive).